Dataset: Catalyst prediction with 721,799 reactions and 888 catalyst types from USPTO. Task: Predict which catalyst facilitates the given reaction. (1) Reactant: [NH2:1][C:2]1[CH:9]=[CH:8][CH:7]=[C:6]([O:10][CH2:11][CH2:12][CH2:13][CH2:14][O:15][Si](C(C)(C)C)(C)C)[C:3]=1[C:4]#[N:5].[S:23](Cl)(=[O:26])(=[O:25])[NH2:24]. Product: [S:23](=[O:26])(=[O:25])([O:15][CH2:14][CH2:13][CH2:12][CH2:11][O:10][C:6]1[CH:7]=[CH:8][CH:9]=[C:2]([NH:1][S:23](=[O:26])(=[O:25])[NH2:24])[C:3]=1[C:4]#[N:5])[NH2:24]. The catalyst class is: 6. (2) Reactant: [F:1][C:2]1([F:27])[C@H:6]([OH:7])[C@@H:5]([CH2:8][OH:9])[O:4][C@H:3]1[N:10]1[CH:15]=[CH:14][C:13]([NH:16][C:17](=[O:25])[CH:18]([CH2:22][CH2:23][CH3:24])[CH2:19][CH2:20][CH3:21])=[N:12][C:11]1=[O:26].O.[C:29]1([CH3:39])[CH:34]=[CH:33][C:32]([S:35]([OH:38])(=[O:37])=[O:36])=[CH:31][CH:30]=1. Product: [C:29]1([CH3:39])[CH:30]=[CH:31][C:32]([S:35]([OH:38])(=[O:36])=[O:37])=[CH:33][CH:34]=1.[F:27][C:2]1([F:1])[C@H:6]([OH:7])[C@@H:5]([CH2:8][OH:9])[O:4][C@H:3]1[N:10]1[CH:15]=[CH:14][C:13]([NH:16][C:17](=[O:25])[CH:18]([CH2:19][CH2:20][CH3:21])[CH2:22][CH2:23][CH3:24])=[N:12][C:11]1=[O:26]. The catalyst class is: 480. (3) Reactant: [F:1][C:2]1[N:7]=[CH:6][C:5]([NH:8]C(=O)[O-])=[C:4]([I:12])[CH:3]=1.C(O)(C(F)(F)F)=O. Product: [F:1][C:2]1[N:7]=[CH:6][C:5]([NH2:8])=[C:4]([I:12])[CH:3]=1. The catalyst class is: 2. (4) Product: [Br:1][C:2]1[C:6]2[N:7]=[C:8]([Cl:12])[N:9]=[C:10]([N:13]3[CH2:18][CH2:17][O:16][CH2:15][CH2:14]3)[C:5]=2[S:4][CH:3]=1. Reactant: [Br:1][C:2]1[C:6]2[N:7]=[C:8]([Cl:12])[N:9]=[C:10](Cl)[C:5]=2[S:4][CH:3]=1.[NH:13]1[CH2:18][CH2:17][O:16][CH2:15][CH2:14]1.O. The catalyst class is: 5. (5) Reactant: [CH2:1]([C:4]1[C:9](O)=[C:8]([C:11](=[N:13][OH:14])[CH3:12])[CH:7]=[CH:6][C:5]=1[NH:15][C:16](=[O:18])[CH3:17])[CH:2]=[CH2:3].C([O-])(=O)C.[Na+].C(OC(=O)C)(=O)C.C(=O)([O-])[O-].[Na+].[Na+]. Product: [CH2:1]([C:4]1[C:9]2[O:14][N:13]=[C:11]([CH3:12])[C:8]=2[CH:7]=[CH:6][C:5]=1[NH:15][C:16](=[O:18])[CH3:17])[CH:2]=[CH2:3]. The catalyst class is: 288. (6) Reactant: [H-].[Al+3].[Li+].[H-].[H-].[H-].C[O:8][C:9]([CH2:11][C:12]1[S:13][CH:14]=[CH:15][C:16]=1[C:17](OC)=[O:18])=O.O.[OH-].[Na+]. Product: [OH:18][CH2:17][C:16]1[CH:15]=[CH:14][S:13][C:12]=1[CH2:11][CH2:9][OH:8]. The catalyst class is: 7. (7) Reactant: [C:1]([O:5][C@@H:6]([C:10]1[C:39]([CH3:40])=[N:38][C:37]2=[CH:41][C:34]3=[N:35][N:36]2[C:11]=1[N:12]1[CH2:44][CH2:43][C:15]([CH3:45])([O:16][CH2:17][CH:18]=[CH:19][CH2:20][CH2:21][O:22][C:23]2[CH:24]=[CH:25][CH:26]=[CH:27][C:28]=2[CH2:29][C:30]2[S:42][C:33]3=[N:32][CH:31]=2)[CH2:14][CH2:13]1)[C:7]([OH:9])=[O:8])([CH3:4])([CH3:3])[CH3:2].[H][H]. Product: [C:1]([O:5][C@@H:6]([C:10]1[C:39]([CH3:40])=[N:38][C:37]2=[CH:41][C:34]3=[N:35][N:36]2[C:11]=1[N:12]1[CH2:13][CH2:14][C:15]([CH3:45])([O:16][CH2:17][CH2:18][CH2:19][CH2:20][CH2:21][O:22][C:23]2[CH:24]=[CH:25][CH:26]=[CH:27][C:28]=2[CH2:29][C:30]2[S:42][C:33]3=[N:32][CH:31]=2)[CH2:43][CH2:44]1)[C:7]([OH:9])=[O:8])([CH3:4])([CH3:2])[CH3:3]. The catalyst class is: 19. (8) Reactant: [CH:1]1([C:4]2[NH:8][C:7]3[CH:9]=[C:10]([C:17]4[C:18]([CH3:23])=[N:19][O:20][C:21]=4[CH3:22])[CH:11]=[C:12]([C:13]([O:15][CH3:16])=[O:14])[C:6]=3[N:5]=2)[CH2:3][CH2:2]1.[C:24](=O)([O-])[O-].[Cs+].[Cs+].IC. Product: [CH:1]1([C:4]2[N:5]([CH3:24])[C:6]3[C:12]([C:13]([O:15][CH3:16])=[O:14])=[CH:11][C:10]([C:17]4[C:18]([CH3:23])=[N:19][O:20][C:21]=4[CH3:22])=[CH:9][C:7]=3[N:8]=2)[CH2:3][CH2:2]1. The catalyst class is: 3.